From a dataset of Forward reaction prediction with 1.9M reactions from USPTO patents (1976-2016). Predict the product of the given reaction. Given the reactants C([O:5][C:6](=[O:18])[CH2:7][NH:8][C:9](=[O:17])[C:10]1[CH:15]=[CH:14][C:13]([OH:16])=[CH:12][CH:11]=1)(C)(C)C.O[CH2:20][CH2:21][C:22]1[CH:29]=[CH:28][C:25]([C:26]#[N:27])=[CH:24][CH:23]=1, predict the reaction product. The product is: [C:26]([C:25]1[CH:28]=[CH:29][C:22]([CH2:21][CH2:20][O:16][C:13]2[CH:12]=[CH:11][C:10]([C:9]([NH:8][CH2:7][C:6]([OH:5])=[O:18])=[O:17])=[CH:15][CH:14]=2)=[CH:23][CH:24]=1)#[N:27].